This data is from Reaction yield outcomes from USPTO patents with 853,638 reactions. The task is: Predict the reaction yield, written as a fraction of the theoretical maximum amount of product (1.0 means a 100% yield; for example, 0.34 means a 34% yield). (1) The reactants are [Cl:1][C:2]1[CH:10]=[CH:9][C:8]([N+:11]([O-:13])=[O:12])=[CH:7][C:3]=1[C:4](Cl)=[O:5].[CH2:14]([NH2:16])[CH3:15]. The catalyst is ClCCl. The product is [CH2:14]([NH:16][C:4](=[O:5])[C:3]1[CH:7]=[C:8]([N+:11]([O-:13])=[O:12])[CH:9]=[CH:10][C:2]=1[Cl:1])[CH3:15]. The yield is 0.860. (2) The reactants are [Cl:1][C:2]1[CH:8]=[CH:7][C:5]([NH2:6])=[CH:4][C:3]=1[O:9][CH3:10].CCN(C(C)C)C(C)C.[C:20](OC(=O)C)(=[O:22])[CH3:21]. The catalyst is C(Cl)Cl. The product is [Cl:1][C:2]1[CH:8]=[CH:7][C:5]([NH:6][C:20](=[O:22])[CH3:21])=[CH:4][C:3]=1[O:9][CH3:10]. The yield is 1.00. (3) The reactants are [CH2:1]([O:8][C@H:9]1[O:18][C@H:17]2[C@@H:12]([O:13][C@H:14]([C:19]3[CH:24]=[CH:23][CH:22]=[CH:21][CH:20]=3)[O:15][CH2:16]2)[C@H:11]([O:25][Si:26]([C:29]([CH3:32])([CH3:31])[CH3:30])([CH3:28])[CH3:27])[C@@H:10]1[OH:33])[C:2]1[CH:7]=[CH:6][CH:5]=[CH:4][CH:3]=1.[H-].[Na+].C1C=CC(CBr)=CC=1. The catalyst is CN(C=O)C. The product is [CH2:1]([O:8][C@H:9]1[O:18][C@H:17]2[C@@H:12]([O:13][CH:14]([C:19]3[CH:20]=[CH:21][CH:22]=[CH:23][CH:24]=3)[O:15][CH2:16]2)[C@H:11]([O:25][Si:26]([C:29]([CH3:31])([CH3:30])[CH3:32])([CH3:27])[CH3:28])[C@@H:10]1[OH:33])[C:2]1[CH:3]=[CH:4][CH:5]=[CH:6][CH:7]=1. The yield is 0.710. (4) The reactants are [CH3:1][C:2]1[C:6]([C:7]2[O:8][C:9]3[C:10](=[C:12]([C:16]([OH:18])=O)[CH:13]=[CH:14][CH:15]=3)[N:11]=2)=[C:5]([CH3:19])[O:4][N:3]=1.Cl.C(N=C=NCCCN(C)C)C.ON1C2C=CC=CC=2N=N1.Cl.Cl.[NH2:44][C@H:45]1[CH:50]2[CH2:51][CH2:52][N:47]([CH2:48][CH2:49]2)[CH2:46]1.C(N(CC)CC)C. The catalyst is CN(C=O)C.ClCCl. The product is [N:47]12[CH2:52][CH2:51][CH:50]([CH2:49][CH2:48]1)[C@H:45]([NH:44][C:16]([C:12]1[CH:13]=[CH:14][CH:15]=[C:9]3[O:8][C:7]([C:6]4[C:2]([CH3:1])=[N:3][O:4][C:5]=4[CH3:19])=[N:11][C:10]=13)=[O:18])[CH2:46]2. The yield is 0.470. (5) The reactants are Br[C:2]1[CH:7]=[CH:6][C:5]([N:8]2[C:12]([CH2:13][C@@H:14]3[CH2:18][CH2:17][N:16]([C:19]([CH:21]4[CH2:23][CH2:22]4)=[O:20])[CH2:15]3)=[N:11][NH:10][C:9]2=[O:24])=[C:4]([F:25])[C:3]=1[F:26].CC1(C)C(C)(C)OB([C:35]2[CH:36]=[CH:37][C:38]3[O:42][CH:41]=[CH:40][C:39]=3[CH:43]=2)O1.C(=O)([O-])[O-].[Cs+].[Cs+]. The catalyst is C1C=CC(P(C2C=CC=CC=2)[C-]2C=CC=C2)=CC=1.C1C=CC(P(C2C=CC=CC=2)[C-]2C=CC=C2)=CC=1.Cl[Pd]Cl.[Fe+2].ClCCl. The product is [O:42]1[C:38]2[CH:37]=[CH:36][C:35]([C:2]3[CH:7]=[CH:6][C:5]([N:8]4[C:12]([CH2:13][C@@H:14]5[CH2:18][CH2:17][N:16]([C:19]([CH:21]6[CH2:23][CH2:22]6)=[O:20])[CH2:15]5)=[N:11][NH:10][C:9]4=[O:24])=[C:4]([F:25])[C:3]=3[F:26])=[CH:43][C:39]=2[CH:40]=[CH:41]1. The yield is 0.680. (6) The yield is 0.650. The reactants are C1(C2C3C=CC(C([O-])=O)=CC=3N3C=2C2C=CC=CC=2OCC2(COC(C)(C)OC2)C3)CCCCC1.[CH2:36]([NH2:43])[C:37]1[CH:42]=[CH:41][CH:40]=[CH:39][CH:38]=1.[CH:44]1([C:50]2[C:51]3[CH:52]=[CH:53][C:54]([C:72]([O:74][CH3:75])=[O:73])=[CH:55][C:56]=3[N:57]3[C:67]=2[C:66]2[CH:68]=[CH:69][CH:70]=[CH:71][C:65]=2[O:64][CH2:63][C:59]2([CH2:62]O[CH2:60]2)[CH2:58]3)[CH2:49][CH2:48][CH2:47][CH2:46][CH2:45]1. The product is [CH2:36]([N:43]1[CH2:62][C:59]2([CH2:58][N:57]3[C:56]4[CH:55]=[C:54]([C:72]([O:74][CH3:75])=[O:73])[CH:53]=[CH:52][C:51]=4[C:50]([CH:44]4[CH2:49][CH2:48][CH2:47][CH2:46][CH2:45]4)=[C:67]3[C:66]3[CH:68]=[CH:69][CH:70]=[CH:71][C:65]=3[O:64][CH2:63]2)[CH2:60]1)[C:37]1[CH:42]=[CH:41][CH:40]=[CH:39][CH:38]=1. The catalyst is CCOC(C)=O. (7) The yield is 0.460. The reactants are C(NC(C)C)(C)C.C([Li])CCC.[CH2:13]([C:16]1[CH:21]=[CH:20][C:19]([CH:22]2[CH2:27][CH2:26][C:25](=[O:28])[CH2:24][CH2:23]2)=[CH:18][CH:17]=1)[CH2:14][CH3:15].[F:29][C:30]([F:49])([F:48])[S:31](N(C1C=CC=CC=1)[S:31]([C:30]([F:49])([F:48])[F:29])(=[O:33])=[O:32])(=[O:33])=[O:32]. The product is [F:29][C:30]([F:49])([F:48])[S:31]([O:28][C:25]1[CH2:24][CH2:23][CH:22]([C:19]2[CH:20]=[CH:21][C:16]([CH2:13][CH2:14][CH3:15])=[CH:17][CH:18]=2)[CH2:27][CH:26]=1)(=[O:33])=[O:32]. The catalyst is C1COCC1.